This data is from Peptide-MHC class I binding affinity with 185,985 pairs from IEDB/IMGT. The task is: Regression. Given a peptide amino acid sequence and an MHC pseudo amino acid sequence, predict their binding affinity value. This is MHC class I binding data. (1) The peptide sequence is TPNLAERVL. The MHC is HLA-B07:02 with pseudo-sequence HLA-B07:02. The binding affinity (normalized) is 0.561. (2) The peptide sequence is PPVTNEELFL. The MHC is H-2-Db with pseudo-sequence H-2-Db. The binding affinity (normalized) is 0.0641.